Predict the product of the given reaction. From a dataset of Forward reaction prediction with 1.9M reactions from USPTO patents (1976-2016). Given the reactants [F:1][C:2]1[CH:12]=[CH:11][C:5]([CH:6]=[CH:7][C:8]([OH:10])=O)=[CH:4][CH:3]=1.CN(C(ON1N=NC2C=CC=NC1=2)=[N+](C)C)C.F[P-](F)(F)(F)(F)F.[CH3:37][N:38]([CH3:53])[CH2:39][CH2:40][N:41]([CH3:52])[C:42]1[S:43][C:44]2[CH:50]=[C:49]([NH2:51])[CH:48]=[CH:47][C:45]=2[N:46]=1.CCN(C(C)C)C(C)C, predict the reaction product. The product is: [CH3:37][N:38]([CH3:53])[CH2:39][CH2:40][N:41]([CH3:52])[C:42]1[S:43][C:44]2[CH:50]=[C:49]([NH:51][C:8](=[O:10])[CH:7]=[CH:6][C:5]3[CH:4]=[CH:3][C:2]([F:1])=[CH:12][CH:11]=3)[CH:48]=[CH:47][C:45]=2[N:46]=1.